From a dataset of Reaction yield outcomes from USPTO patents with 853,638 reactions. Predict the reaction yield, written as a fraction of the theoretical maximum amount of product (1.0 means a 100% yield; for example, 0.34 means a 34% yield). (1) The yield is 0.650. The reactants are [CH3:1][C:2]1([CH3:26])[CH2:11][CH2:10][C:9]([CH3:13])([CH3:12])[C:8]2[CH:7]=[C:6]([Se:14][C:15]#[C:16][C:17]3[CH:25]=[CH:24][C:20]([C:21]([OH:23])=O)=[CH:19][CH:18]=3)[CH:5]=[CH:4][C:3]1=2.ON1C2C=CC=CC=2N=N1.CN(C)CCCN=C=NCC.[NH2:48][C:49]1[CH:54]=[CH:53][C:52]([OH:55])=[CH:51][CH:50]=1. The catalyst is C1COCC1.C(OCC)(=O)C.O. The product is [OH:55][C:52]1[CH:53]=[CH:54][C:49]([NH:48][C:21](=[O:23])[C:20]2[CH:19]=[CH:18][C:17]([C:16]#[C:15][Se:14][C:6]3[CH:5]=[CH:4][C:3]4[C:2]([CH3:1])([CH3:26])[CH2:11][CH2:10][C:9]([CH3:12])([CH3:13])[C:8]=4[CH:7]=3)=[CH:25][CH:24]=2)=[CH:50][CH:51]=1. (2) The reactants are [H-].[Na+].[CH2:3]([OH:5])[CH3:4].Br[C:7]1[CH:8]=[N:9][CH:10]=[C:11]([Br:13])[CH:12]=1. The catalyst is CN(C=O)C.O. The product is [Br:13][C:11]1[CH:10]=[N:9][CH:8]=[C:7]([O:5][CH2:3][CH3:4])[CH:12]=1. The yield is 0.450. (3) The product is [C:11]([O:15][C:16](=[O:17])[NH:18][CH2:19][CH2:20][C:21](=[C:5]1[C:6](=[O:8])[O:7][C:2]([CH3:10])([CH3:1])[O:3][C:4]1=[O:9])[OH:22])([CH3:14])([CH3:12])[CH3:13]. The reactants are [CH3:1][C:2]1([CH3:10])[O:7][C:6](=[O:8])[CH2:5][C:4](=[O:9])[O:3]1.[C:11]([O:15][C:16]([NH:18][CH2:19][CH2:20][C:21](O)=[O:22])=[O:17])([CH3:14])([CH3:13])[CH3:12].Cl.C(N=C=NCCCN(C)C)C. The catalyst is CN(C)C1C=CN=CC=1.ClCCl. The yield is 0.970. (4) The catalyst is C1COCC1.O. The reactants are [Li+].[OH-].C[O:4][C:5](=[O:45])[CH:6]([N:18]1[CH2:23][CH2:22][N:21]([C:24](=[O:42])[CH:25]([NH:34][C:35]([O:37][C:38]([CH3:41])([CH3:40])[CH3:39])=[O:36])[CH2:26][C:27]2[CH:32]=[CH:31][C:30]([Cl:33])=[CH:29][CH:28]=2)[CH:20]([CH2:43][CH3:44])[CH2:19]1)[CH2:7][C:8]1[CH:17]=[CH:16][C:15]2[C:10](=[CH:11][CH:12]=[CH:13][CH:14]=2)[CH:9]=1.Cl. The yield is 1.00. The product is [C:38]([O:37][C:35]([NH:34][CH:25]([CH2:26][C:27]1[CH:32]=[CH:31][C:30]([Cl:33])=[CH:29][CH:28]=1)[C:24]([N:21]1[CH2:22][CH2:23][N:18]([CH:6]([CH2:7][C:8]2[CH:17]=[CH:16][C:15]3[C:10](=[CH:11][CH:12]=[CH:13][CH:14]=3)[CH:9]=2)[C:5]([OH:45])=[O:4])[CH2:19][CH:20]1[CH2:43][CH3:44])=[O:42])=[O:36])([CH3:39])([CH3:40])[CH3:41]. (5) The product is [F:22][C:3]1[C:4]([O:8][CH:9]2[CH2:14][CH2:13][N:12]([C:15]([O:17][C:18]([CH3:21])([CH3:20])[CH3:19])=[O:16])[CH2:11][CH2:10]2)=[N:5][CH:6]=[N:7][C:2]=1[O:30][C:29]1[C:24]([CH3:23])=[N:25][C:26]([S:31]([CH3:34])(=[O:33])=[O:32])=[CH:27][CH:28]=1. The catalyst is CN(C=O)C. The yield is 0.711. The reactants are Cl[C:2]1[N:7]=[CH:6][N:5]=[C:4]([O:8][CH:9]2[CH2:14][CH2:13][N:12]([C:15]([O:17][C:18]([CH3:21])([CH3:20])[CH3:19])=[O:16])[CH2:11][CH2:10]2)[C:3]=1[F:22].[CH3:23][C:24]1[C:29]([OH:30])=[CH:28][CH:27]=[C:26]([S:31]([CH3:34])(=[O:33])=[O:32])[N:25]=1.C(=O)([O-])[O-].[K+].[K+]. (6) The reactants are [C:1]([C:5]1[CH:10]=[CH:9][C:8]([C:11](=[O:25])[CH:12]([C:17]2[CH:22]=[CH:21][C:20]([O:23][CH3:24])=[CH:19][CH:18]=2)C(OC)=O)=[CH:7][CH:6]=1)([CH3:4])([CH3:3])[CH3:2].[Cl-].[Na+]. The catalyst is CS(C)=O.O. The product is [C:1]([C:5]1[CH:10]=[CH:9][C:8]([C:11](=[O:25])[CH2:12][C:17]2[CH:22]=[CH:21][C:20]([O:23][CH3:24])=[CH:19][CH:18]=2)=[CH:7][CH:6]=1)([CH3:4])([CH3:2])[CH3:3]. The yield is 0.530. (7) The reactants are Cl[C:2]1[CH:7]=[CH:6][N:5]=[C:4]([NH:8][C:9]2[CH:10]=[C:11]([CH:16]=[CH:17][CH:18]=2)[C:12]([NH:14][CH3:15])=[O:13])[CH:3]=1.CCN(C(C)C)C(C)C.[F:28][C:29]1[CH:39]=[C:38]([Cl:40])[CH:37]=[CH:36][C:30]=1[O:31][CH:32]1[CH2:35][NH:34][CH2:33]1. The catalyst is C(O)(C)C. The product is [Cl:40][C:38]1[CH:37]=[CH:36][C:30]([O:31][CH:32]2[CH2:35][N:34]([C:2]3[CH:7]=[CH:6][N:5]=[C:4]([NH:8][C:9]4[CH:10]=[C:11]([CH:16]=[CH:17][CH:18]=4)[C:12]([NH:14][CH3:15])=[O:13])[CH:3]=3)[CH2:33]2)=[C:29]([F:28])[CH:39]=1. The yield is 0.0300. (8) The yield is 0.440. The catalyst is CN(C=O)C.C1C=CC(/C=C/C(/C=C/C2C=CC=CC=2)=O)=CC=1.C1C=CC(/C=C/C(/C=C/C2C=CC=CC=2)=O)=CC=1.C1C=CC(/C=C/C(/C=C/C2C=CC=CC=2)=O)=CC=1.[Pd].[Pd]. The reactants are Cl[C:2]1[N:10]=[C:9]2[C:5]([N:6]=[C:7]([CH2:12][N:13]3[CH2:18][C@@H:17]4[CH2:19][C@H:14]3[CH2:15][N:16]4[C:20]([CH3:24])([CH3:23])[CH2:21][OH:22])[N:8]2[CH3:11])=[C:4]([N:25]2[CH2:30][CH2:29][O:28][CH2:27][CH2:26]2)[N:3]=1.[CH2:31]([C:33]1[NH:37][C:36]2[CH:38]=[CH:39][CH:40]=[CH:41][C:35]=2[N:34]=1)[CH3:32].CC(C1C=C(C(C)C)C(C2C=CC=CC=2P(C2CCCCC2)C2CCCCC2)=C(C(C)C)C=1)C.C(=O)([O-])[O-].[Cs+].[Cs+]. The product is [CH2:31]([C:33]1[N:34]([C:2]2[N:10]=[C:9]3[C:5]([N:6]=[C:7]([CH2:12][N:13]4[CH2:18][C@@H:17]5[CH2:19][C@H:14]4[CH2:15][N:16]5[C:20]([CH3:23])([CH3:24])[CH2:21][OH:22])[N:8]3[CH3:11])=[C:4]([N:25]3[CH2:30][CH2:29][O:28][CH2:27][CH2:26]3)[N:3]=2)[C:35]2[CH:41]=[CH:40][CH:39]=[CH:38][C:36]=2[N:37]=1)[CH3:32].